From a dataset of Rat liver microsome stability data. Regression/Classification. Given a drug SMILES string, predict its absorption, distribution, metabolism, or excretion properties. Task type varies by dataset: regression for continuous measurements (e.g., permeability, clearance, half-life) or binary classification for categorical outcomes (e.g., BBB penetration, CYP inhibition). Dataset: rlm. (1) The drug is CN(C)[C@@H]1CCN(c2cccc(Nc3nn4c(=O)c5ccccc5nc4s3)c2)C1. The result is 0 (unstable in rat liver microsomes). (2) The molecule is CNc1cc(-c2nc(Nc3ccc(F)c(F)c3)c3ccccc3n2)ccn1. The result is 1 (stable in rat liver microsomes). (3) The drug is C=CCON=C(C[C@H]1O[C@@H]2O[C@]3(C)CC[C@@H]4[C@H](C)CC[C@@H]([C@H]1C)[C@@]24OO3)[C@H]1O[C@@H]2O[C@]3(C)CC[C@H]4[C@H](C)CC[C@@H]([C@@H]1C)[C@@]24OO3. The result is 1 (stable in rat liver microsomes). (4) The molecule is CC(C)Oc1ccc(-c2csc(N3CCC(C(N)=O)CC3)n2)cc1. The result is 0 (unstable in rat liver microsomes). (5) The compound is Cc1c(C)n(Cc2ccccc2)c2ccc(C(=O)OCCN(C)C)cc12. The result is 1 (stable in rat liver microsomes).